From a dataset of Full USPTO retrosynthesis dataset with 1.9M reactions from patents (1976-2016). Predict the reactants needed to synthesize the given product. (1) Given the product [CH:32]([NH:35][CH2:3][CH:2]([OH:1])[CH2:4][O:5][C:6]1[CH:7]=[CH:8][C:9]2[CH:13]=[C:12]([C:14]3[CH:19]=[CH:18][N:17]=[C:16]([NH:20][CH:21]4[CH2:26][C:25]([CH3:28])([CH3:27])[NH:24][C:23]([CH3:29])([CH3:30])[CH2:22]4)[N:15]=3)[S:11][C:10]=2[CH:31]=1)([CH3:34])[CH3:33], predict the reactants needed to synthesize it. The reactants are: [O:1]1[CH2:3][CH:2]1[CH2:4][O:5][C:6]1[CH:7]=[CH:8][C:9]2[CH:13]=[C:12]([C:14]3[CH:19]=[CH:18][N:17]=[C:16]([NH:20][CH:21]4[CH2:26][C:25]([CH3:28])([CH3:27])[NH:24][C:23]([CH3:30])([CH3:29])[CH2:22]4)[N:15]=3)[S:11][C:10]=2[CH:31]=1.[CH:32]([NH2:35])([CH3:34])[CH3:33]. (2) Given the product [CH3:12][O:11][C:10]1[CH:9]=[C:8]2[C:4]([CH2:5][CH2:6][CH2:7]2)=[CH:3][C:2]=1[B:18]([OH:23])[OH:19], predict the reactants needed to synthesize it. The reactants are: Br[C:2]1[CH:3]=[C:4]2[C:8](=[CH:9][C:10]=1[O:11][CH3:12])[CH2:7][CH2:6][CH2:5]2.[Li]CCCC.[B:18](OC(C)C)([O:23]C(C)C)[O:19]C(C)C.CCOC(C)=O.